From a dataset of Full USPTO retrosynthesis dataset with 1.9M reactions from patents (1976-2016). Predict the reactants needed to synthesize the given product. (1) Given the product [CH2:26]([C:23]1[CH:24]=[CH:25][C:20]([CH2:19][C:17]2[CH:16]=[CH:15][C:13]3[S:14][C:10]([CH2:9][P:4](=[O:3])([OH:5])[OH:8])=[CH:11][C:12]=3[CH:18]=2)=[CH:21][CH:22]=1)[CH3:27], predict the reactants needed to synthesize it. The reactants are: C([O:3][P:4]([CH2:9][C:10]1[S:14][C:13]2[CH:15]=[CH:16][C:17]([CH2:19][C:20]3[CH:25]=[CH:24][C:23]([CH2:26][CH3:27])=[CH:22][CH:21]=3)=[CH:18][C:12]=2[CH:11]=1)(=[O:8])[O:5]CC)C.Cl. (2) Given the product [N+:8]([C:6]1[CH:5]=[CH:4][N:3]=[C:2]([NH:16][C:14]([CH:11]2[CH2:13][CH2:12]2)=[O:15])[CH:7]=1)([O-:10])=[O:9], predict the reactants needed to synthesize it. The reactants are: Cl[C:2]1[CH:7]=[C:6]([N+:8]([O-:10])=[O:9])[CH:5]=[CH:4][N:3]=1.[CH:11]1([C:14]([NH2:16])=[O:15])[CH2:13][CH2:12]1.P([O-])([O-])([O-])=O.[K+].[K+].[K+].C1(P(C2CCCCC2)C2C=CC=CC=2C2C=CC=CC=2N(C)C)CCCCC1. (3) Given the product [CH3:34][C:8]1[CH:9]=[C:10]([O:13][CH:14]([C:17]2[C:18]([CH3:33])=[N:19][C:20]([C:23]3[CH:24]=[CH:25][C:26]([C:29]([F:31])([F:30])[F:32])=[CH:27][CH:28]=3)=[CH:21][CH:22]=2)[CH2:15][CH3:16])[CH:11]=[CH:12][C:7]=1[O:6][CH2:5][C:4]([OH:35])=[O:3], predict the reactants needed to synthesize it. The reactants are: C([O:3][C:4](=[O:35])[CH2:5][O:6][C:7]1[CH:12]=[CH:11][C:10]([O:13][CH:14]([C:17]2[C:18]([CH3:33])=[N:19][C:20]([C:23]3[CH:28]=[CH:27][C:26]([C:29]([F:32])([F:31])[F:30])=[CH:25][CH:24]=3)=[CH:21][CH:22]=2)[CH2:15][CH3:16])=[CH:9][C:8]=1[CH3:34])C.ClC(C1C(C)=NC(C2C=CC(C(F)(F)F)=CC=2)=CC=1)CC.ClC(C1C(C)=NC(C2C=CC=C(C(F)(F)F)C=2)=CC=1)CCC.